Dataset: Serine/threonine kinase 33 screen with 319,792 compounds. Task: Binary Classification. Given a drug SMILES string, predict its activity (active/inactive) in a high-throughput screening assay against a specified biological target. (1) The compound is O=c1n(n(c(c1NC(=O)Cn1nc(c([N+]([O-])=O)c1C)C)C)C)c1ccccc1. The result is 0 (inactive). (2) The result is 0 (inactive). The drug is OCC1CCN(CC1)Cc1c(nn(c1)C)c1ccc(Oc2ccccc2)cc1. (3) The drug is O=c1[nH]c2c(cc1CN(C1CCCCC1)Cc1n(nnn1)C1CCCC1)cccc2C. The result is 0 (inactive). (4) The compound is Brc1c(C(c2c(n(n(c2=O)c2ccccc2)C)C)c2c(n(n(c2=O)c2ccccc2)C)C)cc2OCOc2c1. The result is 0 (inactive). (5) The drug is O=c1n(nc(c2c1cccc2)c1ccccc1)c1ccc(cc1)C(O)=O. The result is 0 (inactive).